This data is from Forward reaction prediction with 1.9M reactions from USPTO patents (1976-2016). The task is: Predict the product of the given reaction. Given the reactants [NH2:1][C:2]1[C:7]([C:8]([OH:10])=O)=[CH:6][C:5]([Br:11])=[CH:4][N:3]=1.[NH2:12][C:13]1[CH:18]=[CH:17][CH:16]=[C:15]([F:19])[C:14]=1O.[OH-].[Na+], predict the reaction product. The product is: [Br:11][C:5]1[CH:6]=[C:7]([C:8]2[O:10][C:14]3[C:15]([F:19])=[CH:16][CH:17]=[CH:18][C:13]=3[N:12]=2)[C:2]([NH2:1])=[N:3][CH:4]=1.